Task: Predict which catalyst facilitates the given reaction.. Dataset: Catalyst prediction with 721,799 reactions and 888 catalyst types from USPTO (1) Reactant: [Si]([O:8][CH2:9][CH2:10][C@@H:11]1[CH2:13][C@@H:12]1[CH:14]1[CH2:19][CH2:18][N:17]([C:20]2[N:25]=[CH:24][C:23]([CH2:26][OH:27])=[CH:22][CH:21]=2)[CH2:16][CH2:15]1)(C(C)(C)C)(C)C.[CH3:28]CCC[N+](CCCC)(CCCC)CCCC.[F-]. Product: [CH3:28][O:27][CH2:26][C:23]1[CH:22]=[CH:21][C:20]([N:17]2[CH2:16][CH2:15][CH:14]([C@H:12]3[CH2:13][C@H:11]3[CH2:10][CH2:9][OH:8])[CH2:19][CH2:18]2)=[N:25][CH:24]=1. The catalyst class is: 464. (2) Reactant: C(O[C:6]([N:8](C)[C@@H:9]([CH3:41])[C:10]([NH:12][C@@H:13]1[C:19](=[O:20])[N:18]([CH2:21][C:22]2[C:31]([O:32][CH3:33])=[CH:30][CH:29]=[C:28]3[C:23]=2[CH:24]=[CH:25][C:26]([C:34]([OH:36])=[O:35])=[CH:27]3)[C:17]2[CH:37]=[CH:38][CH:39]=[CH:40][C:16]=2[CH2:15][CH2:14]1)=[O:11])=O)(C)(C)C.Cl.C(OCC)C. Product: [CH3:33][O:32][C:31]1[C:22]([CH2:21][N:18]2[C:19](=[O:20])[C@@H:13]([NH:12][C:10](=[O:11])[C@@H:9]([NH:8][CH3:6])[CH3:41])[CH2:14][CH2:15][C:16]3[CH:40]=[CH:39][CH:38]=[CH:37][C:17]2=3)=[C:23]2[C:28](=[CH:29][CH:30]=1)[CH:27]=[C:26]([C:34]([OH:36])=[O:35])[CH:25]=[CH:24]2. The catalyst class is: 12. (3) Product: [C:1]([C:5]1[CH:6]=[CH:7][C:8]([CH2:9][NH:10][CH2:17][CH2:16][CH2:15][C:14]([F:20])([F:19])[F:13])=[CH:11][CH:12]=1)([CH3:4])([CH3:2])[CH3:3]. Reactant: [C:1]([C:5]1[CH:12]=[CH:11][C:8]([CH2:9][NH2:10])=[CH:7][CH:6]=1)([CH3:4])([CH3:3])[CH3:2].[F:13][C:14]([F:20])([F:19])[CH2:15][CH2:16][CH:17]=O.[BH4-].[Na+]. The catalyst class is: 240. (4) The catalyst class is: 82. Product: [CH3:22][O:17][C:15](=[O:16])[C:14]1[C:9]([NH2:8])=[CH:10][C:11]([O:18][CH3:19])=[N:12][CH:13]=1. Reactant: C([NH:8][C:9]1[C:14]([C:15]([OH:17])=[O:16])=[CH:13][N:12]=[C:11]([O:18][CH3:19])[CH:10]=1)C1C=CC=CC=1.CO.[C:22]([O-])(O)=O.[Na+]. (5) Reactant: [CH3:1][N:2]1[CH2:6][CH2:5][CH2:4][C@@H:3]1[CH2:7][O:8][C:9]1[CH:21]=[CH:20][C:19]2[C:18]3[C:13](=[CH:14][C:15]([O:22][CH2:23][C@H:24]4[CH2:28][CH2:27][CH2:26][N:25]4[CH3:29])=[CH:16][CH:17]=3)[C:12](=[O:30])[C:11]=2[CH:10]=1.O.[C:32]1([CH3:42])[CH:37]=[CH:36][C:35]([S:38]([OH:41])(=[O:40])=[O:39])=[CH:34][CH:33]=1. The catalyst class is: 336. Product: [C:32]1([CH3:42])[CH:33]=[CH:34][C:35]([S:38]([OH:41])(=[O:39])=[O:40])=[CH:36][CH:37]=1.[C:32]1([CH3:42])[CH:33]=[CH:34][C:35]([S:38]([OH:41])(=[O:39])=[O:40])=[CH:36][CH:37]=1.[CH3:29][N:25]1[CH2:26][CH2:27][CH2:28][C@@H:24]1[CH2:23][O:22][C:15]1[CH:16]=[CH:17][C:18]2[C:19]3[C:11](=[CH:10][C:9]([O:8][CH2:7][C@H:3]4[CH2:4][CH2:5][CH2:6][N:2]4[CH3:1])=[CH:21][CH:20]=3)[C:12](=[O:30])[C:13]=2[CH:14]=1. (6) The catalyst class is: 2. Product: [ClH:1].[N+:27]([C:24]1[CH:25]=[CH:26][C:21]([N:18]2[CH2:17][CH2:16][NH:15][CH2:20][CH2:19]2)=[N:22][CH:23]=1)([O-:29])=[O:28].[ClH:1]. Reactant: [ClH:1].O1CCOCC1.C(OC([N:15]1[CH2:20][CH2:19][N:18]([C:21]2[CH:26]=[CH:25][C:24]([N+:27]([O-:29])=[O:28])=[CH:23][N:22]=2)[CH2:17][CH2:16]1)=O)(C)(C)C.